From a dataset of Catalyst prediction with 721,799 reactions and 888 catalyst types from USPTO. Predict which catalyst facilitates the given reaction. (1) Reactant: C(N(CC)CC)C.C1(O[C:15](=[O:27])[NH:16][C:17]2[CH:18]=[N:19][C:20]([C:23]([F:26])([F:25])[F:24])=[CH:21][CH:22]=2)C=CC=CC=1.[NH2:28][C@H:29]([CH2:33][OH:34])[CH:30]([CH3:32])[CH3:31]. Product: [OH:34][CH2:33][C@@H:29]([NH:28][C:15]([NH:16][C:17]1[CH:18]=[N:19][C:20]([C:23]([F:24])([F:25])[F:26])=[CH:21][CH:22]=1)=[O:27])[CH:30]([CH3:32])[CH3:31]. The catalyst class is: 22. (2) Reactant: [Cl:1][C:2]1[CH:11]=[CH:10][C:9]([N:12]2[CH:16]=[CH:15][C:14]([CH3:17])=[N:13]2)=[CH:8][C:3]=1[C:4](OC)=[O:5].[NH3:18]. Product: [Cl:1][C:2]1[CH:11]=[CH:10][C:9]([N:12]2[CH:16]=[CH:15][C:14]([CH3:17])=[N:13]2)=[CH:8][C:3]=1[C:4]([NH2:18])=[O:5]. The catalyst class is: 5. (3) Reactant: [Cl-].O[NH3+:3].[C:4](=[O:7])([O-])[OH:5].[Na+].CS(C)=O.[CH3:13][C:14]([CH3:45])([CH3:44])[CH2:15][N:16]1[C:21](=[O:22])[C:20]([CH2:23][C:24]2[CH:29]=[CH:28][C:27]([C:30]3[C:31]([C:36]#[N:37])=[CH:32][CH:33]=[CH:34][CH:35]=3)=[CH:26][CH:25]=2)=[C:19]([CH2:38][CH2:39][CH3:40])[N:18]2[N:41]=[CH:42][N:43]=[C:17]12. Product: [CH3:45][C:14]([CH3:44])([CH3:13])[CH2:15][N:16]1[C:21](=[O:22])[C:20]([CH2:23][C:24]2[CH:25]=[CH:26][C:27]([C:30]3[CH:35]=[CH:34][CH:33]=[CH:32][C:31]=3[C:36]3[NH:3][C:4](=[O:7])[O:5][N:37]=3)=[CH:28][CH:29]=2)=[C:19]([CH2:38][CH2:39][CH3:40])[N:18]2[N:41]=[CH:42][N:43]=[C:17]12. The catalyst class is: 13. (4) Reactant: [Cl:1][C:2]1[CH:7]=[CH:6][C:5]([C:8]2[N:9]=[C:10]3[CH:15]=[CH:14][CH:13]=[CH:12][N:11]3[C:16]=2[CH2:17][C:18]2[N:22]=[C:21]([C:23]([O:25]CC)=O)[O:20][N:19]=2)=[CH:4][CH:3]=1.[NH2:28][NH2:29].O. Product: [Cl:1][C:2]1[CH:3]=[CH:4][C:5]([C:8]2[N:9]=[C:10]3[CH:15]=[CH:14][CH:13]=[CH:12][N:11]3[C:16]=2[CH2:17][C:18]2[N:22]=[C:21]([C:23]([NH:28][NH2:29])=[O:25])[O:20][N:19]=2)=[CH:6][CH:7]=1. The catalyst class is: 5. (5) Reactant: C(OC(=O)[NH:7][C:8]1[CH:9]=[C:10]2[C:14](=[CH:15][CH:16]=1)[N:13]([CH3:17])[CH:12]=[C:11]2[C:18]1[NH:26][C:21]2=[N:22][CH:23]=[CH:24][CH:25]=[C:20]2[CH:19]=1)(C)(C)C.FC(F)(F)C(O)=O. Product: [CH3:17][N:13]1[C:14]2[C:10](=[CH:9][C:8]([NH2:7])=[CH:16][CH:15]=2)[C:11]([C:18]2[NH:26][C:21]3=[N:22][CH:23]=[CH:24][CH:25]=[C:20]3[CH:19]=2)=[CH:12]1. The catalyst class is: 4. (6) Reactant: C[O:2][C:3]([C:5]1[C:13]2[N:12]=[C:11]([CH2:14][N:15]3[C:19]4[CH:20]=[CH:21][CH:22]=[CH:23][C:18]=4[N:17]([CH:24]([CH3:26])[CH3:25])[C:16]3=[O:27])[N:10]([CH2:28][CH2:29][CH:30]([CH3:32])[CH3:31])[C:9]=2[CH:8]=[CH:7][CH:6]=1)=O.[H-].[H-].[H-].[H-].[Li+].[Al+3]. Product: [OH:2][CH2:3][C:5]1[C:13]2[N:12]=[C:11]([CH2:14][N:15]3[C:19]4[CH:20]=[CH:21][CH:22]=[CH:23][C:18]=4[N:17]([CH:24]([CH3:25])[CH3:26])[C:16]3=[O:27])[N:10]([CH2:28][CH2:29][CH:30]([CH3:32])[CH3:31])[C:9]=2[CH:8]=[CH:7][CH:6]=1. The catalyst class is: 1. (7) Reactant: [O:1]1[CH:5]=[CH:4][CH:3]=[C:2]1[CH2:6][NH:7][C@:8]12[CH2:43][CH2:42][C@@H:41]([C:44]([CH3:46])=[CH2:45])[C@@H:9]1[C@@H:10]1[C@@:23]([CH3:26])([CH2:24][CH2:25]2)[C@@:22]2([CH3:27])[C@@H:13]([C@:14]3([CH3:40])[C@@H:19]([CH2:20][CH2:21]2)[C:18]([CH3:29])([CH3:28])[C:17]([C:30]2[CH:39]=[CH:38][C:33]([C:34]([O:36]C)=[O:35])=[CH:32][CH:31]=2)=[CH:16][CH2:15]3)[CH2:12][CH2:11]1.[OH-].[Na+]. Product: [O:1]1[CH:5]=[CH:4][CH:3]=[C:2]1[CH2:6][NH:7][C@:8]12[CH2:43][CH2:42][C@@H:41]([C:44]([CH3:46])=[CH2:45])[C@@H:9]1[C@@H:10]1[C@@:23]([CH3:26])([CH2:24][CH2:25]2)[C@@:22]2([CH3:27])[C@@H:13]([C@:14]3([CH3:40])[C@@H:19]([CH2:20][CH2:21]2)[C:18]([CH3:29])([CH3:28])[C:17]([C:30]2[CH:39]=[CH:38][C:33]([C:34]([OH:36])=[O:35])=[CH:32][CH:31]=2)=[CH:16][CH2:15]3)[CH2:12][CH2:11]1. The catalyst class is: 12.